From a dataset of Reaction yield outcomes from USPTO patents with 853,638 reactions. Predict the reaction yield, written as a fraction of the theoretical maximum amount of product (1.0 means a 100% yield; for example, 0.34 means a 34% yield). (1) The reactants are [NH:1]1[C@@H:10]2[C@@H:5]([CH2:6][CH2:7][CH2:8][CH2:9]2)[NH:4][CH2:3][C:2]1=[O:11].C([O-])(O)=O.[Na+].[CH2:17]([O:24][C:25](Cl)=[O:26])[C:18]1[CH:23]=[CH:22][CH:21]=[CH:20][CH:19]=1. The product is [CH2:17]([O:24][C:25]([N:4]1[C@H:5]2[C@H:10]([CH2:9][CH2:8][CH2:7][CH2:6]2)[NH:1][C:2](=[O:11])[CH2:3]1)=[O:26])[C:18]1[CH:23]=[CH:22][CH:21]=[CH:20][CH:19]=1. The yield is 0.980. The catalyst is O. (2) The reactants are C(OC([N:8]1[CH2:22][CH2:21][C:11]2[NH:12][C:13]3[C:14]([C:19]#[N:20])=[CH:15][CH:16]=[CH:17][C:18]=3[C:10]=2[CH2:9]1)=O)(C)(C)C.C(O)(C(F)(F)F)=O.C([O-])([O-])=O.[K+].[K+]. The catalyst is C(Cl)Cl. The product is [CH2:9]1[C:10]2[C:18]3[C:13](=[C:14]([C:19]#[N:20])[CH:15]=[CH:16][CH:17]=3)[NH:12][C:11]=2[CH2:21][CH2:22][NH:8]1. The yield is 0.990. (3) The reactants are [Si]([O:8][C@H:9]1[C@H:15]2[CH2:16][N:11]([C:12]3[CH:29]=[CH:28][C:27]([C:30]4[CH:35]=[CH:34][CH:33]=[C:32]([Cl:36])[CH:31]=4)=[N:26][C:13]=3[N:14]2[C:17]([NH:19][C:20]2[CH:25]=[CH:24][CH:23]=[CH:22][N:21]=2)=[O:18])[CH2:10]1)(C(C)(C)C)(C)C. The catalyst is C1COCC1.Cl. The product is [Cl:36][C:32]1[CH:31]=[C:30]([C:27]2[CH:28]=[CH:29][C:12]3[N:11]4[CH2:16][C@H:15]([C@H:9]([OH:8])[CH2:10]4)[N:14]([C:17]([NH:19][C:20]4[CH:25]=[CH:24][CH:23]=[CH:22][N:21]=4)=[O:18])[C:13]=3[N:26]=2)[CH:35]=[CH:34][CH:33]=1. The yield is 0.390.